Dataset: Forward reaction prediction with 1.9M reactions from USPTO patents (1976-2016). Task: Predict the product of the given reaction. (1) Given the reactants [SH:1][C:2]1[NH:3][C:4]2[CH:10]=[C:9]([N+:11]([O-:13])=[O:12])[CH:8]=[CH:7][C:5]=2[N:6]=1.C(N(CC)CC)C.Cl.Cl[CH2:23][C:24]1[N:28]([CH2:29][CH2:30][CH3:31])[CH:27]=[N:26][CH:25]=1.O, predict the reaction product. The product is: [N+:11]([C:9]1[CH:8]=[CH:7][C:5]2[N:6]=[C:2]([S:1][CH2:23][C:24]3[N:28]([CH2:29][CH2:30][CH3:31])[CH:27]=[N:26][CH:25]=3)[NH:3][C:4]=2[CH:10]=1)([O-:13])=[O:12]. (2) Given the reactants [F:1][C:2]([F:20])([F:19])[C@H:3](OS(C(F)(F)F)(=O)=O)[C:4]1[CH:9]=[CH:8][C:7]([F:10])=[CH:6][CH:5]=1.CCN(C(C)C)C(C)C.Cl.[NH2:31][C@@H:32]([CH2:36][S:37]([N:40]1[CH2:45][CH2:44][O:43][CH2:42][CH2:41]1)(=[O:39])=[O:38])[C:33]([OH:35])=[O:34], predict the reaction product. The product is: [N:40]1([S:37]([CH2:36][C@H:32]([NH:31][C@@H:3]([C:4]2[CH:5]=[CH:6][C:7]([F:10])=[CH:8][CH:9]=2)[C:2]([F:1])([F:19])[F:20])[C:33]([OH:35])=[O:34])(=[O:39])=[O:38])[CH2:41][CH2:42][O:43][CH2:44][CH2:45]1. (3) Given the reactants [CH3:1][N:2]1CCC[CH2:3]1.[CH3:7][C:8]([CH3:41])([CH3:40])[CH2:9][CH2:10][NH:11][C:12](=[O:39])[NH:13][C:14]1[CH:15]=[C:16]([C:21]2[C:22]([CH3:38])=[N:23][C:24]3[C:29]([CH:30]=2)=[CH:28][N:27]=[C:26]([NH:31][C:32](=O)[O:33]C(C)=C)[CH:25]=3)[CH:17]=[CH:18][C:19]=1[F:20].Cl.CNC, predict the reaction product. The product is: [CH3:7][C:8]([CH3:40])([CH3:41])[CH2:9][CH2:10][NH:11][C:12](=[O:39])[NH:13][C:14]1[CH:15]=[C:16]([C:21]2[C:22]([CH3:38])=[N:23][C:24]3[C:29]([CH:30]=2)=[CH:28][N:27]=[C:26]([NH:31][C:32](=[O:33])[N:2]([CH3:3])[CH3:1])[CH:25]=3)[CH:17]=[CH:18][C:19]=1[F:20].